This data is from Full USPTO retrosynthesis dataset with 1.9M reactions from patents (1976-2016). The task is: Predict the reactants needed to synthesize the given product. (1) Given the product [F:41][C:38]1[CH:39]=[CH:40][C:35]([C:33]2[N:34]=[C:30]([CH2:29][CH:10]3[CH2:9][NH:8][CH2:13][CH2:12][N:11]3[C:14]([C:16]3[N:17]=[C:18]([CH3:28])[S:19][C:20]=3[C:21]3[CH:22]=[CH:23][C:24]([F:27])=[CH:25][CH:26]=3)=[O:15])[NH:31][CH:32]=2)=[CH:36][CH:37]=1, predict the reactants needed to synthesize it. The reactants are: C(OC([N:8]1[CH2:13][CH2:12][N:11]([C:14]([C:16]2[N:17]=[C:18]([CH3:28])[S:19][C:20]=2[C:21]2[CH:26]=[CH:25][C:24]([F:27])=[CH:23][CH:22]=2)=[O:15])[CH:10]([CH2:29][C:30]2[NH:31][CH:32]=[C:33]([C:35]3[CH:40]=[CH:39][C:38]([F:41])=[CH:37][CH:36]=3)[N:34]=2)[CH2:9]1)=O)(C)(C)C. (2) Given the product [CH2:1]([C:3]1[N:4]=[N:5][N:6]([CH2:8][N:68]2[C:67]3[CH:69]=[C:70]([C:72]4[CH:77]=[CH:76][CH:75]=[CH:74][CH:73]=4)[S:71][C:66]=3[C:65](=[O:78])[N:64]([CH:79]3[CH2:84][CH2:83][N:82]([C:85]([O:87][C:88]([CH3:90])([CH3:89])[CH3:91])=[O:86])[CH2:81][CH2:80]3)[C:63]2=[O:62])[N:7]=1)[CH3:2], predict the reactants needed to synthesize it. The reactants are: [CH2:1]([C:3]1[N:4]=[N:5][N:6]([CH2:8]O[Si](C(C)C)(C(C)C)C(C)C)[N:7]=1)[CH3:2].[N+](CCCC)(CCCC)(CCCC)CCCC.[F-].C(Br)(Br)(Br)Br.C1C=CC(P(C2C=CC=CC=2)C2C=CC=CC=2)=CC=1.[O:62]=[C:63]1[NH:68][C:67]2[CH:69]=[C:70]([C:72]3[CH:77]=[CH:76][CH:75]=[CH:74][CH:73]=3)[S:71][C:66]=2[C:65](=[O:78])[N:64]1[CH:79]1[CH2:84][CH2:83][N:82]([C:85]([O:87][C:88]([CH3:91])([CH3:90])[CH3:89])=[O:86])[CH2:81][CH2:80]1.C(=O)([O-])[O-].[K+].[K+]. (3) Given the product [CH2:3]([C:13]1[CH:14]=[CH:15][C:16]([Cl:26])=[C:17]([CH:25]=1)[C:18]([O:20][C:21]([CH3:24])([CH3:23])[CH3:22])=[O:19])[CH:2]=[CH2:1], predict the reactants needed to synthesize it. The reactants are: [CH2:1]([Mg]Br)[CH:2](C)[CH3:3].C([Li])CCC.Br[C:13]1[CH:14]=[CH:15][C:16]([Cl:26])=[C:17]([CH:25]=1)[C:18]([O:20][C:21]([CH3:24])([CH3:23])[CH3:22])=[O:19].[Cu]C#N.C(Br)C=C. (4) Given the product [C:1]([C:3]1[CH:8]=[CH:7][CH:6]=[CH:5][C:4]=1[NH:9][C:10]1[N:29]=[C:13]2[CH:14]=[CH:15][C:16]([C:18]3[CH:19]=[C:20]([CH:26]=[CH:27][CH:28]=3)[C:21]([OH:23])=[O:22])=[CH:17][N:12]2[N:11]=1)#[N:2], predict the reactants needed to synthesize it. The reactants are: [C:1]([C:3]1[CH:8]=[CH:7][CH:6]=[CH:5][C:4]=1[NH:9][C:10]1[N:29]=[C:13]2[CH:14]=[CH:15][C:16]([C:18]3[CH:19]=[C:20]([CH:26]=[CH:27][CH:28]=3)[C:21]([O:23]CC)=[O:22])=[CH:17][N:12]2[N:11]=1)#[N:2].[OH-].[Na+].Cl. (5) The reactants are: [SH:1][C@H:2]1[CH2:6][N:5]([S:7]([CH3:10])(=[O:9])=[O:8])[C@H:4]([CH2:11][OH:12])[CH2:3]1.N1C=CC=CC=1.[C:19](OC(=O)C)(=[O:21])[CH3:20]. Given the product [OH:12][CH2:11][C@H:4]1[N:5]([S:7]([CH3:10])(=[O:9])=[O:8])[CH2:6][C@H:2]([S:1][C:19](=[O:21])[CH3:20])[CH2:3]1, predict the reactants needed to synthesize it. (6) Given the product [Cl:1][C:2]1[CH:3]=[CH:4][C:5]([CH:8]2[C:15]3[C:11](=[N:12][N:13]([CH3:17])[C:14]=3[CH3:16])[C:10](=[O:18])[NH:9]2)=[CH:6][CH:7]=1, predict the reactants needed to synthesize it. The reactants are: [Cl:1][C:2]1[CH:7]=[CH:6][C:5]([CH:8]2[C:15]3[C:11](=[N:12][N:13]([CH3:17])[C:14]=3[CH3:16])[C:10](=[O:18])[N:9]2CC2C=CC(OC)=CC=2)=[CH:4][CH:3]=1. (7) Given the product [Br:22][C:17]1[CH:18]=[CH:19][CH:20]=[CH:21][C:16]=1[N:14]([CH3:15])[CH:11]1[CH2:12][CH2:13][NH:8][CH2:9][CH2:10]1, predict the reactants needed to synthesize it. The reactants are: C(OC([N:8]1[CH2:13][CH2:12][CH:11]([N:14]([C:16]2[CH:21]=[CH:20][CH:19]=[CH:18][C:17]=2[Br:22])[CH3:15])[CH2:10][CH2:9]1)=O)(C)(C)C.Cl.